This data is from Catalyst prediction with 721,799 reactions and 888 catalyst types from USPTO. The task is: Predict which catalyst facilitates the given reaction. (1) Product: [Cl:1][C:2]1[CH:7]=[CH:6][C:5]([CH:8]([C:12]2[C:14]3[C:15](=[C:16]([I:20])[CH:17]=[CH:18][CH:19]=3)[NH:24][N:23]=2)[CH2:9][C:10]#[N:11])=[C:4]([F:22])[CH:3]=1. Reactant: [Cl:1][C:2]1[CH:7]=[CH:6][C:5]([CH:8]([C:12]([C:14]2[CH:19]=[CH:18][CH:17]=[C:16]([I:20])[C:15]=2F)=O)[CH2:9][C:10]#[N:11])=[C:4]([F:22])[CH:3]=1.[NH2:23][NH2:24]. The catalyst class is: 17. (2) Reactant: Cl[C:2]1[N:7]=[C:6]2[N:8](COCC[Si](C)(C)C)[CH:9]=[N:10][C:5]2=[CH:4][CH:3]=1.[CH3:19][O:20][CH:21]1[CH2:26][CH2:25][N:24]([C:27]2[N:32]=[C:31]([NH2:33])[CH:30]=[CH:29][N:28]=2)[CH2:23][CH2:22]1.CC(C)([O-])C.[Na+]. Product: [CH3:19][O:20][CH:21]1[CH2:22][CH2:23][N:24]([C:27]2[N:32]=[C:31]([NH:33][C:2]3[N:7]=[CH:6][C:5]4[NH:10][CH:9]=[N:8][C:4]=4[CH:3]=3)[CH:30]=[CH:29][N:28]=2)[CH2:25][CH2:26]1. The catalyst class is: 107. (3) Product: [Cl:17][C:18]1[CH:19]=[C:20]([N:26]2[CH:30]=[N:29][C:28]([C:31]([O:33][CH2:34][CH3:35])=[O:32])=[N:27]2)[CH:21]=[C:22]([Cl:25])[C:23]=1[O:24][CH2:7][C:6]1[CH:9]=[CH:10][C:3]([O:2][CH3:1])=[CH:4][CH:5]=1. Reactant: [CH3:1][O:2][C:3]1[CH:10]=[CH:9][C:6]([CH2:7]Cl)=[CH:5][CH:4]=1.C(=O)([O-])[O-].[Cs+].[Cs+].[Cl:17][C:18]1[CH:19]=[C:20]([N:26]2[CH:30]=[N:29][C:28]([C:31]([O:33][CH2:34][CH3:35])=[O:32])=[N:27]2)[CH:21]=[C:22]([Cl:25])[C:23]=1[OH:24]. The catalyst class is: 3. (4) Reactant: [Si]([O:8][CH2:9][CH2:10][NH:11][C:12]1[N:17]=[C:16]([O:18][CH3:19])[C:15]([NH:20][C:21]([C:23]2[N:24]=[C:25]([O:28][C:29]3[CH:34]=[C:33]([Cl:35])[CH:32]=[CH:31][C:30]=3[CH3:36])[S:26][CH:27]=2)=[O:22])=[C:14]([O:37][CH3:38])[N:13]=1)(C(C)(C)C)(C)C.O1CCCC1.O. Product: [Cl:35][C:33]1[CH:32]=[CH:31][C:30]([CH3:36])=[C:29]([CH:34]=1)[O:28][C:25]1[S:26][CH:27]=[C:23]([C:21]([NH:20][C:15]2[C:16]([O:18][CH3:19])=[N:17][C:12]([NH:11][CH2:10][CH2:9][OH:8])=[N:13][C:14]=2[O:37][CH3:38])=[O:22])[N:24]=1. The catalyst class is: 15. (5) The catalyst class is: 131. Reactant: [CH:1]1([C:4]([C:6]2[CH:11]=[CH:10][C:9]([OH:12])=[CH:8][CH:7]=2)=[O:5])[CH2:3][CH2:2]1.C([O-])([O-])=O.[K+].[K+].Br[CH2:20][CH2:21][CH2:22][Cl:23]. Product: [Cl:23][CH2:22][CH2:21][CH2:20][O:12][C:9]1[CH:8]=[CH:7][C:6]([C:4]([CH:1]2[CH2:2][CH2:3]2)=[O:5])=[CH:11][CH:10]=1.